From a dataset of Forward reaction prediction with 1.9M reactions from USPTO patents (1976-2016). Predict the product of the given reaction. (1) Given the reactants [CH3:1][C:2]1[O:13][C:5]2[CH2:6][N:7]([CH3:12])[CH2:8][CH2:9][CH:10]([OH:11])[C:4]=2[CH:3]=1.[CH2:14]([NH:16][C:17]([C:19]1[CH:24]=[CH:23][C:22](F)=[C:21]([Cl:26])[CH:20]=1)=[O:18])[CH3:15], predict the reaction product. The product is: [ClH:26].[CH2:14]([NH:16][C:17]([C:19]1[CH:24]=[CH:23][C:22]([O:11][CH:10]2[CH2:9][CH2:8][N:7]([CH3:12])[CH2:6][C:5]3[O:13][C:2]([CH3:1])=[CH:3][C:4]2=3)=[C:21]([Cl:26])[CH:20]=1)=[O:18])[CH3:15]. (2) Given the reactants C(OC([N:8]([CH2:51][CH2:52][N:53]([C:55](OC(C)(C)C)=O)C)[C@H:9]1[CH2:14][CH2:13][C@H:12]([CH:15]([CH2:49][OH:50])[C:16]([NH:18][C@H:19]([B:36]2[O:44]C3C(C)(C4CC(C3)C4(C)C)[O:37]2)[CH2:20][C:21]2[C:22](OC)=[C:23]([CH:31]=[CH:32][CH:33]=2)[C:24]([O:26]C(C)(C)C)=[O:25])=[O:17])[CH2:11][CH2:10]1)=O)(C)(C)C.B(Cl)(Cl)Cl, predict the reaction product. The product is: [OH:37][B:36]1[C@@H:19]([NH:18][C:16](=[O:17])[CH:15]([C@H:12]2[CH2:13][CH2:14][C@H:9]([NH:8][CH2:51][CH2:52][NH:53][CH3:55])[CH2:10][CH2:11]2)[CH2:49][OH:50])[CH2:20][C:21]2[CH:33]=[CH:32][CH:31]=[C:23]([C:24]([OH:26])=[O:25])[C:22]=2[O:44]1. (3) Given the reactants [NH2:1][C:2](=[O:28])[C@H:3]([NH:7][C:8]1[N:13]=[C:12]([NH:14][C:15]2[CH:20]=[C:19]([CH3:21])[CH:18]=[C:17]([CH3:22])[CH:16]=2)[C:11]([C:23]([NH2:25])=[O:24])=[C:10]([O:26]C)[N:9]=1)[CH:4]([CH3:6])[CH3:5].B(Br)(Br)Br, predict the reaction product. The product is: [NH2:1][C:2](=[O:28])[C@H:3]([NH:7][C:8]1[NH:9][C:10](=[O:26])[C:11]([C:23]([NH2:25])=[O:24])=[C:12]([NH:14][C:15]2[CH:16]=[C:17]([CH3:22])[CH:18]=[C:19]([CH3:21])[CH:20]=2)[N:13]=1)[CH:4]([CH3:6])[CH3:5]. (4) Given the reactants [CH3:1][C:2]([C:6]1[CH:7]=[C:8]([CH:11]=[CH:12][C:13]=1[OH:14])[C:9]#[N:10])([CH3:5])[CH:3]=[CH2:4].[CH2:15](Br)[C:16]1[CH:21]=[CH:20][CH:19]=[CH:18][CH:17]=1.C(=O)([O-])[O-].[K+].[K+], predict the reaction product. The product is: [CH2:15]([O:14][C:13]1[CH:12]=[CH:11][C:8]([C:9]#[N:10])=[CH:7][C:6]=1[C:2]([CH3:1])([CH3:5])[CH:3]=[CH2:4])[C:16]1[CH:21]=[CH:20][CH:19]=[CH:18][CH:17]=1. (5) Given the reactants [C:1]1([N:7]2[C:11]([C:12]3[S:13][CH:14]=[CH:15][CH:16]=3)=[CH:10][C:9]([CH2:17][CH2:18][CH:19]=O)=[N:8]2)[CH:6]=[CH:5][CH:4]=[CH:3][CH:2]=1.[C:21]1([N:27]2[CH2:32][CH2:31][NH:30][CH2:29][CH2:28]2)[CH:26]=[CH:25][CH:24]=[CH:23][CH:22]=1.CCN(C(C)C)C(C)C.[BH-](OC(C)=O)(OC(C)=O)OC(C)=O.[Na+], predict the reaction product. The product is: [C:21]1([N:27]2[CH2:32][CH2:31][N:30]([CH2:19][CH2:18][CH2:17][C:9]3[CH:10]=[C:11]([C:12]4[S:13][CH:14]=[CH:15][CH:16]=4)[N:7]([C:1]4[CH:6]=[CH:5][CH:4]=[CH:3][CH:2]=4)[N:8]=3)[CH2:29][CH2:28]2)[CH:26]=[CH:25][CH:24]=[CH:23][CH:22]=1. (6) Given the reactants [C:1]1([NH:10][NH:11][C:12]([C:14]2[C:15]([C:20]3[CH:25]=[CH:24][CH:23]=[CH:22][CH:21]=3)=[N:16][O:17][C:18]=2[CH3:19])=O)[C:9]2[C:4](=[CH:5][CH:6]=[CH:7][CH:8]=2)[CH2:3][N:2]=1.C(O)(=O)C, predict the reaction product. The product is: [CH3:19][C:18]1[O:17][N:16]=[C:15]([C:20]2[CH:25]=[CH:24][CH:23]=[CH:22][CH:21]=2)[C:14]=1[C:12]1[N:2]2[CH2:3][C:4]3[C:9]([C:1]2=[N:10][N:11]=1)=[CH:8][CH:7]=[CH:6][CH:5]=3. (7) Given the reactants [NH2:1][C:2]1([C:11]([O:13][CH2:14][CH3:15])=[O:12])[CH2:4][CH:3]1[C:5]1[CH:10]=[CH:9][CH:8]=[CH:7][CH:6]=1.CCN(C(C)C)C(C)C.[C:25](=O)([O-:38])[O:26][C:27]([CH3:37])([CH3:36])[CH2:28]C(OC(C)(C)C)=O.[N+](CC(OCC)=O)([O-])=O, predict the reaction product. The product is: [CH2:14]([O:13][C:11]([C:2]1([NH:1][C:25]([O:26][C:27]([CH3:37])([CH3:36])[CH3:28])=[O:38])[CH2:4][CH:3]1[C:5]1[CH:10]=[CH:9][CH:8]=[CH:7][CH:6]=1)=[O:12])[CH3:15]. (8) Given the reactants [NH2:1][C:2]1[CH:3]=[C:4]([C:8]2[CH:13]=[CH:12][C:11]([C:14]([N:16]3[CH2:21][CH2:20][N:19]([C:22]([C:24]4([OH:27])[CH2:26][CH2:25]4)=[O:23])[CH2:18][CH2:17]3)=[O:15])=[CH:10][CH:9]=2)[CH:5]=[CH:6][CH:7]=1.C(N(CC)C(C)C)(C)C.[O:37]1[CH2:40][CH:39]([C:41](O)=[O:42])[CH2:38]1.CN(C(ON1N=NC2C1=CC=CC=2)=[N+](C)C)C.F[P-](F)(F)(F)(F)F, predict the reaction product. The product is: [OH:27][C:24]1([C:22]([N:19]2[CH2:18][CH2:17][N:16]([C:14]([C:11]3[CH:10]=[CH:9][C:8]([C:4]4[CH:5]=[CH:6][CH:7]=[C:2]([NH:1][C:41]([CH:39]5[CH2:40][O:37][CH2:38]5)=[O:42])[CH:3]=4)=[CH:13][CH:12]=3)=[O:15])[CH2:21][CH2:20]2)=[O:23])[CH2:25][CH2:26]1.